Dataset: HIV replication inhibition screening data with 41,000+ compounds from the AIDS Antiviral Screen. Task: Binary Classification. Given a drug SMILES string, predict its activity (active/inactive) in a high-throughput screening assay against a specified biological target. (1) The compound is COC(=O)c1ccc2c(c1)C(O)NC(=O)O2. The result is 0 (inactive). (2) The compound is CC(OC(C)(C)C)C(NC(=O)C(CCCCNC(=O)OC(C)(C)C)NC(=O)C(Cc1c[nH]c2ccccc12)NC(=O)C(Cc1ccccc1)NC(=O)OCc1ccccc1)C(=O)NC(Cc1ccccc1)C(=O)NC1CCCC1C(=O)OCc1ccccc1. The result is 0 (inactive). (3) The molecule is Cc1cc2nnn(C3CCCCO3)c2cc1C. The result is 0 (inactive). (4) The molecule is CCOC(=O)c1cc(-c2ccc([N+](=O)[O-])cc2)c([N+](=O)[O-])[nH]1. The result is 0 (inactive). (5) The molecule is S=C(Nc1ccc2c(c1)oc1ccccc12)c1cccnc1. The result is 1 (active). (6) The drug is C=CCCCCCCCCCCCC1CCC(CC)N1. The result is 0 (inactive).